From a dataset of Full USPTO retrosynthesis dataset with 1.9M reactions from patents (1976-2016). Predict the reactants needed to synthesize the given product. (1) Given the product [CH2:15]([C:14]1[O:20][C:21]2[CH:26]=[CH:25][C:24]([N+:27]([O-:29])=[O:28])=[CH:23][C:22]=2[C:30]=1[C:31](=[O:32])[C:33]1[CH:38]=[CH:37][C:36]([OH:39])=[CH:35][CH:34]=1)[CH2:16][CH2:17][CH3:18], predict the reactants needed to synthesize it. The reactants are: C(N(CCCC)CCCC)CCC.[C:14]([O:20][C:21]1[CH:26]=[CH:25][C:24]([N+:27]([O-:29])=[O:28])=[CH:23][C:22]=1[CH2:30][C:31]([C:33]1[CH:38]=[CH:37][C:36]([O:39]C)=[CH:35][CH:34]=1)=[O:32])(=O)[CH2:15][CH2:16][CH2:17][CH3:18].Cl. (2) Given the product [Br:15][C:4]1[CH:3]=[C:2]([CH2:6][C:7]([O:9][CH3:10])=[O:8])[S:1][CH:5]=1, predict the reactants needed to synthesize it. The reactants are: [S:1]1[CH:5]=[CH:4][CH:3]=[C:2]1[CH2:6][C:7]([O:9][CH3:10])=[O:8].[Al+3].[Cl-].[Cl-].[Cl-].[Br:15]Br.O. (3) Given the product [Cl:24][C:12]1[NH:11][C:8]2=[CH:9][C:10]3[C:2]([CH3:21])([CH3:1])[C:3](=[O:20])[N:4]([CH2:15][CH2:16][CH2:17][CH2:18][CH3:19])[C:5]=3[CH:6]=[C:7]2[N:13]=1, predict the reactants needed to synthesize it. The reactants are: [CH3:1][C:2]1([CH3:21])[C:10]2[CH:9]=[C:8]3[NH:11][C:12](=O)[NH:13][C:7]3=[CH:6][C:5]=2[N:4]([CH2:15][CH2:16][CH2:17][CH2:18][CH3:19])[C:3]1=[O:20].P(Cl)(Cl)([Cl:24])=O.